Predict the product of the given reaction. From a dataset of Forward reaction prediction with 1.9M reactions from USPTO patents (1976-2016). (1) Given the reactants C1C=CC2N(O)N=NC=2C=1.Cl.Cl.[CH3:13][C:14]1[N:18]2[C:19](=[O:28])[N:20]([CH:22]3[CH2:27][CH2:26][NH:25][CH2:24][CH2:23]3)[CH2:21][C:17]2=[CH:16][N:15]=1.[C:29]([O:33][C:34]([NH:36][C@H:37]([CH2:41][S:42][C:43]1[CH:52]=[CH:51][C:50]2[C:45](=[CH:46][CH:47]=[C:48]([Cl:53])[CH:49]=2)[CH:44]=1)[C:38](O)=[O:39])=[O:35])([CH3:32])([CH3:31])[CH3:30].CCN=C=NCCCN(C)C, predict the reaction product. The product is: [Cl:53][C:48]1[CH:49]=[C:50]2[C:45](=[CH:46][CH:47]=1)[CH:44]=[C:43]([S:42][CH2:41][C@@H:37]([NH:36][C:34](=[O:35])[O:33][C:29]([CH3:31])([CH3:30])[CH3:32])[C:38]([N:25]1[CH2:26][CH2:27][CH:22]([N:20]3[CH2:21][C:17]4=[CH:16][N:15]=[C:14]([CH3:13])[N:18]4[C:19]3=[O:28])[CH2:23][CH2:24]1)=[O:39])[CH:52]=[CH:51]2. (2) Given the reactants CC1(C)C(C)(C)OB([C:9]2[CH:10]=[N:11][N:12]([C:14]3[CH:15]=[N:16][CH:17]=[CH:18][CH:19]=3)[CH:13]=2)O1.Br[C:22]1[N:27]=[C:26]([S:28]([NH2:31])(=[O:30])=[O:29])[CH:25]=[CH:24][CH:23]=1, predict the reaction product. The product is: [N:16]1[CH:17]=[CH:18][CH:19]=[C:14]([N:12]2[CH:13]=[C:9]([C:22]3[N:27]=[C:26]([S:28]([NH2:31])(=[O:30])=[O:29])[CH:25]=[CH:24][CH:23]=3)[CH:10]=[N:11]2)[CH:15]=1.